From a dataset of Full USPTO retrosynthesis dataset with 1.9M reactions from patents (1976-2016). Predict the reactants needed to synthesize the given product. Given the product [C:2]1([C:18]([CH2:17][C:14]2[CH:15]=[CH:16][CH:11]=[CH:12][CH:13]=2)=[O:19])[CH:8]=[CH:7][CH:6]=[CH:5][CH:3]=1, predict the reactants needed to synthesize it. The reactants are: Br[C:2]1[C:8](O)=[CH:7][CH:6]=[CH:5][C:3]=1O.O[C:11]1[CH:16]=[CH:15][C:14]([CH2:17][C:18](O)=[O:19])=[CH:13][CH:12]=1.